From a dataset of Experimentally validated miRNA-target interactions with 360,000+ pairs, plus equal number of negative samples. Binary Classification. Given a miRNA mature sequence and a target amino acid sequence, predict their likelihood of interaction. (1) The miRNA is mmu-miR-690 with sequence AAAGGCUAGGCUCACAACCAAA. The protein sequence of the target gene is MVRILANGEIVQDDDPRVRTTTQHRSSSSQQGFFNRGHGAPPGGPGPRQQQAGARLGAAQSPFSDLNRQLVNMGFPQWHLGNHVVEPVTSILLLFLLMMLGVRGLLLVGLVYLVSHLSQR. Result: 1 (interaction). (2) The miRNA is hsa-miR-7109-3p with sequence CAAGCCUCUCCUGCCCUUCCAG. The protein sequence of the target gene is MDSSIHLSGLLSRHDDDATRTSTSEGLEEGEVEGETLLIVESEDQASVDLSHDQSGDSLNSDEGDVSWMEEQLSYFCDKCQKWIPASQLREQLSYLKGDNFFRFTCCDCSADGKEQYERLKLTWQQVVMLAMYNLSLEGSGRQGYFRWKEDICAFIEKHWTFLLGNRKKTSTWWSTVAGCLSVGSPVYFRSGAQEFGEPGWWKLVHNRPPTMRPEGEKLAASTLKVKASKPTLDPIITVEGLRKRASRNPVESAMELKEKRSRTQEAKDIRRAQKEAAGLLDRSTSSTPVKFISRGRRPD.... Result: 0 (no interaction).